From a dataset of Catalyst prediction with 721,799 reactions and 888 catalyst types from USPTO. Predict which catalyst facilitates the given reaction. (1) Reactant: [C:1]([C:3]1[CH:4]=[CH:5][C:6]([C:9]([N:11]([CH3:21])[C:12]2[CH:17]=[CH:16][N:15]3[N:18]=[CH:19][CH:20]=[C:14]3[CH:13]=2)=[O:10])=[N:7][CH:8]=1)#[N:2].C1C(=O)N([Br:29])C(=O)C1. Product: [Br:29][C:20]1[CH:19]=[N:18][N:15]2[CH:16]=[CH:17][C:12]([N:11]([CH3:21])[C:9](=[O:10])[C:6]3[CH:5]=[CH:4][C:3]([C:1]#[N:2])=[CH:8][N:7]=3)=[CH:13][C:14]=12. The catalyst class is: 13. (2) Reactant: C(OC([N:8]1[CH2:13][CH2:12][N:11]([C:14]2[NH:15][C:16]([C:21]3[CH:26]=[CH:25][N:24]=[C:23]([Cl:27])[CH:22]=3)=[CH:17][C:18]=2[C:19]#[N:20])[CH2:10][CH2:9]1)=O)(C)(C)C.FC(F)(F)C(O)=O. Product: [Cl:27][C:23]1[CH:22]=[C:21]([C:16]2[NH:15][C:14]([N:11]3[CH2:12][CH2:13][NH:8][CH2:9][CH2:10]3)=[C:18]([C:19]#[N:20])[CH:17]=2)[CH:26]=[CH:25][N:24]=1. The catalyst class is: 4. (3) Reactant: [C:1]([O:5][C:6](=[O:23])[NH:7][CH2:8][CH2:9][CH2:10][CH2:11][NH:12][CH:13]1[C:18]2=[N:19][CH:20]=[CH:21][CH:22]=[C:17]2[O:16][CH2:15][CH2:14]1)([CH3:4])([CH3:3])[CH3:2].C(N(CC)C(C)C)(C)C.[C:33]([O:37][C:38]([N:40]1[C:44]2[CH:45]=[CH:46][CH:47]=[CH:48][C:43]=2[N:42]=[C:41]1[CH2:49]Cl)=[O:39])([CH3:36])([CH3:35])[CH3:34].[I-].[K+]. Product: [C:33]([O:37][C:38]([N:40]1[C:44]2[CH:45]=[CH:46][CH:47]=[CH:48][C:43]=2[N:42]=[C:41]1[CH2:49][N:12]([CH2:11][CH2:10][CH2:9][CH2:8][NH:7][C:6]([O:5][C:1]([CH3:4])([CH3:2])[CH3:3])=[O:23])[CH:13]1[C:18]2=[N:19][CH:20]=[CH:21][CH:22]=[C:17]2[O:16][CH2:15][CH2:14]1)=[O:39])([CH3:36])([CH3:35])[CH3:34]. The catalyst class is: 23. (4) Reactant: [N+:1]([CH2:4][C:5]([O:7][CH2:8][CH3:9])=[O:6])([O-:3])=O.[F:10][C:11]([F:24])([F:23])[CH:12]([O:19][CH2:20][C:21]#[CH:22])[C:13]1[CH:18]=[CH:17][CH:16]=[CH:15][CH:14]=1.N12CCN(CC1)CC2. Product: [F:10][C:11]([F:23])([F:24])[CH:12]([C:13]1[CH:18]=[CH:17][CH:16]=[CH:15][CH:14]=1)[O:19][CH2:20][C:21]1[O:3][N:1]=[C:4]([C:5]([O:7][CH2:8][CH3:9])=[O:6])[CH:22]=1. The catalyst class is: 22. (5) Reactant: Cl[C:2]1[C:11]([Cl:12])=[N:10][C:9]2[C:4](=[CH:5][C:6]([CH3:17])=[C:7]([C:13]([O:15][CH3:16])=[O:14])[CH:8]=2)[N:3]=1.N1C=CC=CC=1.O.[NH2:25][NH2:26]. Product: [Cl:12][C:11]1[C:2]([NH:25][NH2:26])=[N:3][C:4]2[C:9]([N:10]=1)=[CH:8][C:7]([C:13]([O:15][CH3:16])=[O:14])=[C:6]([CH3:17])[CH:5]=2. The catalyst class is: 5. (6) Reactant: C(OC([N:11]1[CH2:15][CH:14]2[CH:16]([OH:20])[CH:17]([OH:19])[CH2:18][CH:13]2[CH2:12]1)=O)C1C=CC=CC=1.[H][H]. Product: [CH2:12]1[CH:13]2[CH2:18][CH:17]([OH:19])[CH:16]([OH:20])[CH:14]2[CH2:15][NH:11]1. The catalyst class is: 105. (7) The catalyst class is: 5. Reactant: [CH3:1][O:2][C:3](=[O:17])[CH2:4][C:5]1[C:6]([F:16])=[CH:7][CH:8]=[C:9]2[C:14]=1[NH:13][C:12](=[O:15])[CH:11]=[CH:10]2.[C:18](#N)C.C(N(CC)CC)C.C[Si](C=[N+]=[N-])(C)C. Product: [CH3:1][O:2][C:3](=[O:17])[CH2:4][C:5]1[C:6]([F:16])=[CH:7][CH:8]=[C:9]2[C:14]=1[N:13]=[C:12]([O:15][CH3:18])[CH:11]=[CH:10]2. (8) Reactant: [CH2:1]([C@@H:8]1[CH2:12][O:11][C:10](=[O:13])[N:9]1[C:14](=[O:33])[C@H:15]([CH3:32])[C@H:16]([C@H:18]1[CH2:22][O:21][C:20]([CH3:24])([CH3:23])[N:19]1[C:25]([O:27][C:28]([CH3:31])([CH3:30])[CH3:29])=[O:26])[OH:17])[C:2]1[CH:7]=[CH:6][CH:5]=[CH:4][CH:3]=1.N1C(C)=CC=CC=1C.FC(F)(F)S(O[Si:48]([C:51]([CH3:54])([CH3:53])[CH3:52])([CH3:50])[CH3:49])(=O)=O. Product: [CH2:1]([C@@H:8]1[CH2:12][O:11][C:10](=[O:13])[N:9]1[C:14](=[O:33])[C@H:15]([CH3:32])[C@H:16]([C@H:18]1[CH2:22][O:21][C:20]([CH3:24])([CH3:23])[N:19]1[C:25]([O:27][C:28]([CH3:31])([CH3:30])[CH3:29])=[O:26])[O:17][Si:48]([C:51]([CH3:54])([CH3:53])[CH3:52])([CH3:50])[CH3:49])[C:2]1[CH:7]=[CH:6][CH:5]=[CH:4][CH:3]=1. The catalyst class is: 2. (9) Reactant: [Cl:1][C:2]1[C:7]([Cl:8])=[CH:6][C:5]([NH2:9])=[C:4]([NH2:10])[CH:3]=1.C([O:15][C:16](=O)[CH2:17][C:18]([C:20]1[CH:25]=[CH:24][CH:23]=[C:22]([C:26]2[CH:31]=[CH:30][N:29]=[C:28]([CH:32]([CH3:34])[CH3:33])[CH:27]=2)[CH:21]=1)=O)(C)(C)C. Product: [Cl:1][C:2]1[C:7]([Cl:8])=[CH:6][C:5]2[NH:9][C:16](=[O:15])[CH2:17][C:18]([C:20]3[CH:25]=[CH:24][CH:23]=[C:22]([C:26]4[CH:31]=[CH:30][N:29]=[C:28]([CH:32]([CH3:33])[CH3:34])[CH:27]=4)[CH:21]=3)=[N:10][C:4]=2[CH:3]=1. The catalyst class is: 113.